From a dataset of Peptide-MHC class I binding affinity with 185,985 pairs from IEDB/IMGT. Regression. Given a peptide amino acid sequence and an MHC pseudo amino acid sequence, predict their binding affinity value. This is MHC class I binding data. (1) The peptide sequence is HTQGYFPDWQ. The binding affinity (normalized) is 0. The MHC is HLA-A23:01 with pseudo-sequence HLA-A23:01. (2) The peptide sequence is SLAIDAYPL. The MHC is HLA-B07:02 with pseudo-sequence HLA-B07:02. The binding affinity (normalized) is 0.0373. (3) The peptide sequence is SLSMTCIAV. The MHC is HLA-A02:01 with pseudo-sequence HLA-A02:01. The binding affinity (normalized) is 0.760. (4) The MHC is HLA-A26:01 with pseudo-sequence HLA-A26:01. The binding affinity (normalized) is 0.282. The peptide sequence is SSGDATTAY.